Task: Predict which catalyst facilitates the given reaction.. Dataset: Catalyst prediction with 721,799 reactions and 888 catalyst types from USPTO Reactant: [Se](=O)=[O:2].[C:4]([C@H:8]1[CH2:13][CH2:12][C@H:11]([O:14][C:15]2[CH:24]=[C:23]3[C:18]([CH:19]=[C:20]([CH3:25])[N:21]=[CH:22]3)=[CH:17][CH:16]=2)[CH2:10][CH2:9]1)([CH3:7])([CH3:6])[CH3:5]. Product: [C:4]([C@H:8]1[CH2:13][CH2:12][C@H:11]([O:14][C:15]2[CH:24]=[C:23]3[C:18]([CH:19]=[C:20]([CH:25]=[O:2])[N:21]=[CH:22]3)=[CH:17][CH:16]=2)[CH2:10][CH2:9]1)([CH3:7])([CH3:6])[CH3:5]. The catalyst class is: 400.